Dataset: Catalyst prediction with 721,799 reactions and 888 catalyst types from USPTO. Task: Predict which catalyst facilitates the given reaction. (1) Reactant: C([O:8][C:9](=[O:39])[C@H:10]([CH3:38])[CH2:11][C@H:12]([NH:26][C:27]([C:29]1[O:30][CH:31]=[C:32]([O:36][CH3:37])[C:33](=[O:35])[CH:34]=1)=[O:28])[CH2:13][C:14]1[CH:19]=[CH:18][C:17]([C:20]2[CH:25]=[CH:24][CH:23]=[CH:22][CH:21]=2)=[CH:16][CH:15]=1)C1C=CC=CC=1.B(Cl)(Cl)Cl. Product: [C:17]1([C:20]2[CH:21]=[CH:22][CH:23]=[CH:24][CH:25]=2)[CH:18]=[CH:19][C:14]([CH2:13][C@@H:12]([NH:26][C:27]([C:29]2[O:30][CH:31]=[C:32]([O:36][CH3:37])[C:33](=[O:35])[CH:34]=2)=[O:28])[CH2:11][C@@H:10]([CH3:38])[C:9]([OH:39])=[O:8])=[CH:15][CH:16]=1. The catalyst class is: 2. (2) Reactant: [CH2:1]([N:4]1[C:13]2[C:8](=[CH:9][CH:10]=[C:11]([OH:14])[CH:12]=2)[CH2:7][CH2:6][CH2:5]1)[C:2]#[CH:3].C(N(CC)CC)C.[Br:22][C:23]1[CH:28]=[CH:27][CH:26]=[CH:25][C:24]=1[N:29]=[C:30]=[O:31]. Product: [Br:22][C:23]1[CH:28]=[CH:27][CH:26]=[CH:25][C:24]=1[NH:29][C:30](=[O:31])[O:14][C:11]1[CH:12]=[C:13]2[C:8]([CH2:7][CH2:6][CH2:5][N:4]2[CH2:1][C:2]#[CH:3])=[CH:9][CH:10]=1. The catalyst class is: 7. (3) Reactant: [CH2:1]([CH2:8][NH:9][C:10]1[C:19]2[CH2:18][CH2:17][C:16](C)([CH3:20])[CH2:15][C:14]=2[C:13]([C:22]#[N:23])=[C:12]([SH:24])[N:11]=1)[C:2]1[CH:7]=[CH:6][CH:5]=[CH:4][CH:3]=1.C(=O)([O-])[O-].[K+].[K+].Cl[CH2:32][C:33]([NH2:35])=[O:34]. Product: [NH2:23][C:22]1[C:13]2[C:12](=[N:11][C:10]([NH:9][CH2:8][CH2:1][C:2]3[CH:3]=[CH:4][CH:5]=[CH:6][CH:7]=3)=[C:19]3[CH2:18][C:16]([CH3:17])([CH3:20])[CH2:15][C:14]3=2)[S:24][C:32]=1[C:33]([NH2:35])=[O:34]. The catalyst class is: 8. (4) Reactant: C([O-])([O-])=O.[K+].[K+].C([N:10]1[C:18]2[CH:17]=[CH:16][C:15]([Br:19])=[C:14]([C:20]#[N:21])[C:13]=2[CH:12]=[N:11]1)(=O)C.CO. Product: [Br:19][C:15]1[CH:16]=[CH:17][C:18]2[NH:10][N:11]=[CH:12][C:13]=2[C:14]=1[C:20]#[N:21]. The catalyst class is: 6. (5) Reactant: [CH3:1][C:2]1[CH2:11][N:10]([CH2:12][CH2:13][CH3:14])[C:9]2[N:8]3[CH2:15][N:16]([OH:18])[CH:17]=[C:7]3[CH:6]=[N:5][C:4]=2[C:3]=1[NH:19][S:20]([CH3:23])(=[O:22])=[O:21].[OH-].[Na+].Cl[C:27]([F:32])([F:31])C(O)=O. Product: [F:31][CH:27]([F:32])[O:18][N:16]1[CH:17]=[C:7]2[CH:6]=[N:5][C:4]3[C:3]([NH:19][S:20]([CH3:23])(=[O:22])=[O:21])=[C:2]([CH3:1])[CH2:11][N:10]([CH2:12][CH2:13][CH3:14])[C:9]=3[N:8]2[CH2:15]1. The catalyst class is: 9.